This data is from Full USPTO retrosynthesis dataset with 1.9M reactions from patents (1976-2016). The task is: Predict the reactants needed to synthesize the given product. (1) Given the product [CH2:24]([O:31][C:32]1[CH:37]=[CH:36][N:35]([C:38]2[CH:39]=[CH:40][C:41]([OH:44])=[CH:42][CH:43]=2)[C:34](=[O:52])[CH:33]=1)[C:25]1[CH:30]=[CH:29][CH:28]=[CH:27][CH:26]=1, predict the reactants needed to synthesize it. The reactants are: C1COCC1.[F-].C([N+](CCCC)(CCCC)CCCC)CCC.[CH2:24]([O:31][C:32]1[CH:37]=[CH:36][N:35]([C:38]2[CH:43]=[CH:42][C:41]([O:44][Si](C(C)(C)C)(C)C)=[CH:40][CH:39]=2)[C:34](=[O:52])[CH:33]=1)[C:25]1[CH:30]=[CH:29][CH:28]=[CH:27][CH:26]=1. (2) Given the product [N+:14]([C:11]1[CH:12]=[CH:13][C:8]([S:1][C:2]2[NH:3][CH:4]=[CH:5][N:6]=2)=[CH:9][CH:10]=1)([O-:16])=[O:15], predict the reactants needed to synthesize it. The reactants are: [SH:1][C:2]1[NH:3][CH:4]=[CH:5][N:6]=1.Cl[C:8]1[CH:13]=[CH:12][C:11]([N+:14]([O-:16])=[O:15])=[CH:10][CH:9]=1.C(=O)([O-])[O-].[K+].[K+].